This data is from Full USPTO retrosynthesis dataset with 1.9M reactions from patents (1976-2016). The task is: Predict the reactants needed to synthesize the given product. (1) Given the product [C:45]([C:2]1[CH:3]=[N:4][C:5]([N:8]2[CH2:13][CH2:12][N:11]([C:14]([O:16][C:17]([CH3:20])([CH3:19])[CH3:18])=[O:15])[CH2:10][CH2:9]2)=[N:6][CH:7]=1)(=[O:47])[CH3:46], predict the reactants needed to synthesize it. The reactants are: Br[C:2]1[CH:3]=[N:4][C:5]([N:8]2[CH2:13][CH2:12][N:11]([C:14]([O:16][C:17]([CH3:20])([CH3:19])[CH3:18])=[O:15])[CH2:10][CH2:9]2)=[N:6][CH:7]=1.C1(P(C2C=CC=CC=2)C2C=CC=CC=2)C=CC=CC=1.C([Sn](CCCC)(CCCC)[C:45]([O:47]CC)=[CH2:46])CCC. (2) Given the product [Cl:1][C:2]1[CH:3]=[C:4]([CH:8]=[C:9]([CH3:11])[N:10]=1)[C:5]([N:14]([O:15][CH3:16])[CH3:13])=[O:6], predict the reactants needed to synthesize it. The reactants are: [Cl:1][C:2]1[CH:3]=[C:4]([CH:8]=[C:9]([CH3:11])[N:10]=1)[C:5](O)=[O:6].Cl.[CH3:13][NH:14][O:15][CH3:16].C(N(CC)CC)C.C1C=C2N=NN(O)C2=CC=1.O.C(Cl)CCl. (3) Given the product [C:1]([C:3]1[CH:8]=[CH:7][C:6]([C:9]2[CH:10]=[N:11][N:12]([C:15]3[CH:23]=[CH:22][C:18]([C:19]([NH:26][CH3:25])=[O:20])=[CH:17][N:16]=3)[C:13]=2[OH:14])=[C:5]([CH3:24])[CH:4]=1)#[N:2], predict the reactants needed to synthesize it. The reactants are: [C:1]([C:3]1[CH:8]=[CH:7][C:6]([C:9]2[CH:10]=[N:11][N:12]([C:15]3[CH:23]=[CH:22][C:18]([C:19](O)=[O:20])=[CH:17][N:16]=3)[C:13]=2[OH:14])=[C:5]([CH3:24])[CH:4]=1)#[N:2].[CH3:25][NH2:26]. (4) Given the product [C:1]12([CH2:11][C:12]([N:34]([CH3:33])[CH2:35][C:36]3[S:37][CH:38]=[CH:39][CH:40]=3)=[O:14])[CH2:10][CH:5]3[CH2:4][CH:3]([CH2:9][CH:7]([CH2:6]3)[CH2:8]1)[CH2:2]2, predict the reactants needed to synthesize it. The reactants are: [C:1]12([CH2:11][C:12]([OH:14])=O)[CH2:10][CH:5]3[CH2:6][CH:7]([CH2:9][CH:3]([CH2:4]3)[CH2:2]1)[CH2:8]2.CCN=C=NCCCN(C)C.C(N(CC)CC)C.[CH3:33][NH:34][CH2:35][C:36]1[S:37][CH:38]=[CH:39][CH:40]=1.